This data is from Forward reaction prediction with 1.9M reactions from USPTO patents (1976-2016). The task is: Predict the product of the given reaction. (1) Given the reactants [CH:1]1([C:7]2[O:8][C:9]([CH2:15][CH2:16][CH3:17])=[C:10]([C:12]([OH:14])=O)[N:11]=2)[CH2:6][CH2:5][CH2:4][CH2:3][CH2:2]1.[CH3:18][O:19][CH2:20][CH2:21][N:22]([CH3:30])[C:23]1[CH:28]=[CH:27][C:26]([NH2:29])=[CH:25][N:24]=1, predict the reaction product. The product is: [CH3:18][O:19][CH2:20][CH2:21][N:22]([CH3:30])[C:23]1[N:24]=[CH:25][C:26]([NH:29][C:12]([C:10]2[N:11]=[C:7]([CH:1]3[CH2:2][CH2:3][CH2:4][CH2:5][CH2:6]3)[O:8][C:9]=2[CH2:15][CH2:16][CH3:17])=[O:14])=[CH:27][CH:28]=1. (2) The product is: [Br:1][C:2]1[CH:3]=[C:4]2[C@:15]3([CH2:19][O:18][C:17]([NH2:20])=[N:16]3)[C:14]3[C:9](=[CH:10][CH:11]=[C:12]([C:26]4[CH:27]=[N:22][CH:23]=[N:24][CH:25]=4)[CH:13]=3)[O:8][C:5]2=[N:6][CH:7]=1. Given the reactants [Br:1][C:2]1[CH:3]=[C:4]2[C@:15]3([CH2:19][O:18][C:17]([NH2:20])=[N:16]3)[C:14]3[C:9](=[CH:10][CH:11]=[C:12](I)[CH:13]=3)[O:8][C:5]2=[N:6][CH:7]=1.[N:22]1[CH:27]=[C:26](B(O)O)[CH:25]=[N:24][CH:23]=1.C1COCC1.C(=O)([O-])[O-].[K+].[K+], predict the reaction product. (3) Given the reactants [F:1][C:2]1[CH:7]=[C:6]([F:8])[CH:5]=[CH:4][C:3]=1[C:9]1[S:13][C:12]([NH:14][C:15]([C:17]23[CH2:26][CH:21]4[CH2:22][CH:23]([CH2:25][CH:19]([CH2:20]4)[CH2:18]2)[CH2:24]3)=[O:16])=[N:11][CH:10]=1.Br[CH2:28][CH:29]1[CH2:34][CH2:33][CH2:32][CH2:31][O:30]1.[H-].[Na+], predict the reaction product. The product is: [C:15]([O-:30])(=[O:16])[CH3:17].[NH4+:11].[F:1][C:2]1[CH:7]=[C:6]([F:8])[CH:5]=[CH:4][C:3]=1[C:9]1[S:13]/[C:12](=[N:14]\[C:15]([C:17]23[CH2:26][CH:21]4[CH2:20][CH:19]([CH2:25][CH:23]([CH2:22]4)[CH2:24]2)[CH2:18]3)=[O:16])/[N:11]([CH2:28][CH:29]2[CH2:34][CH2:33][CH2:32][CH2:31][O:30]2)[CH:10]=1. (4) Given the reactants [F:1][C:2]1[CH:25]=[CH:24][C:5]([CH2:6][O:7][C:8]2[N:9]=[N:10][CH:11]=[C:12]3[C:16]([CH3:17])=[C:15]([CH3:18])[N:14]([CH2:19][C@H:20]4[CH2:22][C@@H:21]4[CH3:23])[C:13]=23)=[CH:4][CH:3]=1.[N+]([O-])([O-])=O.[Ce+4].[NH4+].[N+]([O-])([O-])=O.[N+]([O-])([O-])=O.[N+]([O-])([O-])=O.[N+]([O-])([O-])=O.O.[C:49]([OH:52])(=[O:51])[CH3:50], predict the reaction product. The product is: [C:49]([O:52][CH2:17][C:16]1[C:12]2[C:13](=[C:8]([O:7][CH2:6][C:5]3[CH:24]=[CH:25][C:2]([F:1])=[CH:3][CH:4]=3)[N:9]=[N:10][CH:11]=2)[N:14]([CH2:19][C@H:20]2[CH2:22][C@@H:21]2[CH3:23])[C:15]=1[CH3:18])(=[O:51])[CH3:50]. (5) Given the reactants C(O[C:4]([C:6]1[S:14][C:9]2=[N:10][CH:11]=[CH:12][CH:13]=[C:8]2[C:7]=1[NH2:15])=[O:5])C.[NH2:16][C:17](N)=[O:18], predict the reaction product. The product is: [NH:15]1[C:7]2[C:8]3[CH:13]=[CH:12][CH:11]=[N:10][C:9]=3[S:14][C:6]=2[C:4](=[O:5])[NH:16][C:17]1=[O:18].